This data is from NCI-60 drug combinations with 297,098 pairs across 59 cell lines. The task is: Regression. Given two drug SMILES strings and cell line genomic features, predict the synergy score measuring deviation from expected non-interaction effect. (1) Drug 1: C1=CN(C=N1)CC(O)(P(=O)(O)O)P(=O)(O)O. Drug 2: N.N.Cl[Pt+2]Cl. Cell line: MOLT-4. Synergy scores: CSS=51.8, Synergy_ZIP=0.137, Synergy_Bliss=0.555, Synergy_Loewe=-2.60, Synergy_HSA=0.814. (2) Drug 1: CC=C1C(=O)NC(C(=O)OC2CC(=O)NC(C(=O)NC(CSSCCC=C2)C(=O)N1)C(C)C)C(C)C. Drug 2: C1CN1C2=NC(=NC(=N2)N3CC3)N4CC4. Cell line: NCI-H322M. Synergy scores: CSS=10.2, Synergy_ZIP=-1.55, Synergy_Bliss=6.80, Synergy_Loewe=-4.53, Synergy_HSA=6.03.